The task is: Regression. Given a peptide amino acid sequence and an MHC pseudo amino acid sequence, predict their binding affinity value. This is MHC class I binding data.. This data is from Peptide-MHC class I binding affinity with 185,985 pairs from IEDB/IMGT. The peptide sequence is ELFYILIAK. The MHC is HLA-B15:17 with pseudo-sequence HLA-B15:17. The binding affinity (normalized) is 0.0847.